This data is from Forward reaction prediction with 1.9M reactions from USPTO patents (1976-2016). The task is: Predict the product of the given reaction. (1) Given the reactants [CH3:1][CH:2]([C:4]1[C:12]2[C:7](=[CH:8][CH:9]=[CH:10][CH:11]=2)[N:6]([C:13]2[O:17][N:16]=[C:15]([CH:18]3[CH2:23][CH2:22][N:21](C(OC(C)(C)C)=O)[CH2:20][CH2:19]3)[CH:14]=2)[N:5]=1)[CH3:3].FC(F)(F)C(O)=O.[Cl:38]CCl, predict the reaction product. The product is: [ClH:38].[NH:21]1[CH2:22][CH2:23][CH:18]([C:15]2[CH:14]=[C:13]([N:6]3[C:7]4[C:12](=[CH:11][CH:10]=[CH:9][CH:8]=4)[C:4]([CH:2]([CH3:3])[CH3:1])=[N:5]3)[O:17][N:16]=2)[CH2:19][CH2:20]1. (2) Given the reactants [CH:1]([N:4]1[C:8]([C:9]2[N:10]=[C:11]3[C:17]4[CH:18]=[CH:19][C:20]([C:22]5[N:23]=[CH:24][N:25]([CH2:27][CH2:28][O:29]C6CCCCO6)[CH:26]=5)=[CH:21][C:16]=4[O:15][CH2:14][CH2:13][N:12]3[CH:36]=2)=[N:7][CH:6]=[N:5]1)([CH3:3])[CH3:2].Cl.O1CCOCC1, predict the reaction product. The product is: [CH:1]([N:4]1[C:8]([C:9]2[N:10]=[C:11]3[C:17]4[CH:18]=[CH:19][C:20]([C:22]5[N:23]=[CH:24][N:25]([CH2:27][CH2:28][OH:29])[CH:26]=5)=[CH:21][C:16]=4[O:15][CH2:14][CH2:13][N:12]3[CH:36]=2)=[N:7][CH:6]=[N:5]1)([CH3:3])[CH3:2]. (3) Given the reactants [C:1]([C:4]1[CH:19]=[CH:18][C:7]([C:8]([NH:10][C:11]2[CH:16]=[CH:15][C:14]([F:17])=[CH:13][CH:12]=2)=[O:9])=[CH:6][CH:5]=1)(=[O:3])[CH3:2].[Br-:20].[Br-].[Br-].[NH+]1C=CC=CC=1.[NH+]1C=CC=CC=1.[NH+]1C=CC=CC=1, predict the reaction product. The product is: [Br:20][CH2:2][C:1]([C:4]1[CH:19]=[CH:18][C:7]([C:8]([NH:10][C:11]2[CH:16]=[CH:15][C:14]([F:17])=[CH:13][CH:12]=2)=[O:9])=[CH:6][CH:5]=1)=[O:3]. (4) Given the reactants [Br:1][C:2]1[S:11][C:5]2[N:6]=[CH:7][N:8]=[C:9](Cl)[C:4]=2[CH:3]=1.[CH2:12]([O:14][P:15]([CH2:20][NH2:21])(=[O:19])[O:16][CH2:17][CH3:18])[CH3:13].C(N(CC)CC)C, predict the reaction product. The product is: [CH2:12]([O:14][P:15]([CH2:20][NH:21][C:9]1[C:4]2[CH:3]=[C:2]([Br:1])[S:11][C:5]=2[N:6]=[CH:7][N:8]=1)(=[O:19])[O:16][CH2:17][CH3:18])[CH3:13]. (5) Given the reactants [C:1]1([CH:7]([C:28]2[CH:33]=[CH:32][CH:31]=[CH:30][CH:29]=2)[N:8]2[C:16]3[C:11](=[CH:12][CH:13]=[CH:14][CH:15]=3)[C:10](O)([C:17]3[CH:22]=[C:21]([CH3:23])[C:20]([CH3:24])=[CH:19][C:18]=3[OH:25])[C:9]2=[O:27])[CH:6]=[CH:5][CH:4]=[CH:3][CH:2]=1.[C:34]1(C(C2C=CC=CC=2)N2C3C(=CC=CC=3)C(C3C=C(C)C(OC)=CC=3O)C2=O)C=CC=CC=1, predict the reaction product. The product is: [C:28]1([CH:7]([C:1]2[CH:2]=[CH:3][CH:4]=[CH:5][CH:6]=2)[N:8]2[C:16]3[C:11](=[CH:12][CH:13]=[CH:14][CH:15]=3)[C:10]3([C:17]4[CH:22]=[C:21]([CH3:23])[C:20]([CH3:24])=[CH:19][C:18]=4[O:25][CH2:34]3)[C:9]2=[O:27])[CH:29]=[CH:30][CH:31]=[CH:32][CH:33]=1. (6) Given the reactants [CH2:1]([NH2:4])[CH2:2][NH2:3].C(N(CC)CC)C.[F:12][C:13]1[C:18]([C:19](Cl)=[O:20])=[C:17]([F:22])[C:16]([F:23])=[C:15]([F:24])[C:14]=1[F:25].CC[O:28]CC, predict the reaction product. The product is: [F:12][C:13]1[C:18]([C:19]([OH:28])=[O:20])=[C:17]([F:22])[C:16]([F:23])=[C:15]([F:24])[C:14]=1[F:25].[F:12][C:13]1[C:18]([C:19]([OH:28])=[O:20])=[C:17]([F:22])[C:16]([F:23])=[C:15]([F:24])[C:14]=1[F:25].[CH2:1]([NH2:4])[CH2:2][NH2:3]. (7) Given the reactants [CH3:1][C:2]1[O:6][C:5]([C@H:7]2[CH2:12][CH2:11][C@H:10]([N:13]3[C:18](=[O:19])[C:17]([CH2:20][C:21]4[CH:26]=[CH:25][C:24]([C:27]5[C:28]([C:33]#[N:34])=[CH:29][CH:30]=[CH:31][CH:32]=5)=[CH:23][CH:22]=4)=[C:16]([CH2:35][CH2:36][CH3:37])[N:15]4[N:38]=[CH:39][N:40]=[C:14]34)[CH2:9][CH2:8]2)=[N:4][N:3]=1.C([Sn](=O)CCCC)CCC.[N:51]([Si](C)(C)C)=[N+:52]=[N-:53].C1(C)C=CC=CC=1, predict the reaction product. The product is: [CH3:1][C:2]1[O:6][C:5]([C@H:7]2[CH2:8][CH2:9][C@H:10]([N:13]3[C:18](=[O:19])[C:17]([CH2:20][C:21]4[CH:26]=[CH:25][C:24]([C:27]5[CH:32]=[CH:31][CH:30]=[CH:29][C:28]=5[C:33]5[NH:53][N:52]=[N:51][N:34]=5)=[CH:23][CH:22]=4)=[C:16]([CH2:35][CH2:36][CH3:37])[N:15]4[N:38]=[CH:39][N:40]=[C:14]34)[CH2:11][CH2:12]2)=[N:4][N:3]=1. (8) The product is: [C:1]([O:5][C:6](=[O:18])[NH:7][C:8]1[CH:13]=[CH:12][C:11]([C:24]2[CH:23]=[CH:22][CH:21]=[C:20]([F:19])[CH:25]=2)=[CH:10][C:9]=1[N+:15]([O-:17])=[O:16])([CH3:4])([CH3:3])[CH3:2]. Given the reactants [C:1]([O:5][C:6](=[O:18])[NH:7][C:8]1[CH:13]=[CH:12][C:11](I)=[CH:10][C:9]=1[N+:15]([O-:17])=[O:16])([CH3:4])([CH3:3])[CH3:2].[F:19][C:20]1[CH:21]=[C:22](B(O)O)[CH:23]=[CH:24][CH:25]=1, predict the reaction product.